This data is from Forward reaction prediction with 1.9M reactions from USPTO patents (1976-2016). The task is: Predict the product of the given reaction. (1) The product is: [CH3:2][C:3]1[C:4](=[O:5])[C:6]2[C:11]([C:12](=[O:13])[C:24]=1[CH2:23][C:20]1[CH:21]=[CH:22][C:17]([O:16][C:15]([F:28])([F:27])[F:14])=[CH:18][CH:19]=1)=[CH:10][CH:9]=[CH:8][CH:7]=2. Given the reactants C[C:2]1[C:12](=[O:13])[C:11]2[CH:10]=[CH:9][CH:8]=[CH:7][C:6]=2[C:4](=[O:5])[CH:3]=1.[F:14][C:15]([F:28])([F:27])[O:16][C:17]1[CH:22]=[CH:21][C:20]([CH2:23][C:24](O)=O)=[CH:19][CH:18]=1.[K+].[Br-], predict the reaction product. (2) Given the reactants S(Cl)(Cl)=O.[OH:5][C@H:6]1[CH2:10][NH:9][C@H:8]([C:11]([OH:13])=[O:12])[CH2:7]1.[CH3:14]O, predict the reaction product. The product is: [OH:5][C@H:6]1[CH2:10][NH:9][C@H:8]([C:11]([O:13][CH3:14])=[O:12])[CH2:7]1. (3) The product is: [CH3:18][O:17][C:8]1[CH:9]=[CH:10][C:11]([C:13]([F:16])([F:15])[F:14])=[CH:12][C:7]=1[C:3]1[CH2:4][CH2:5][CH2:6][C:2]=1[B:24]([OH:29])[OH:25]. Given the reactants Br[C:2]1[CH2:6][CH2:5][CH2:4][C:3]=1[C:7]1[CH:12]=[C:11]([C:13]([F:16])([F:15])[F:14])[CH:10]=[CH:9][C:8]=1[O:17][CH3:18].C([Li])CCC.[B:24](OC(C)C)([O:29]C(C)C)[O:25]C(C)C, predict the reaction product. (4) Given the reactants [NH2:1][C:2]1[N:7]=[C:6]([N:8]2[CH:17]([CH3:18])[CH2:16][C:15]3[C:10](=[CH:11][C:12]([C:19]4[CH:24]=[CH:23][N:22]=[C:21]([C:25](O)=[O:26])[CH:20]=4)=[CH:13][CH:14]=3)[CH2:9]2)[CH:5]=[C:4]([N:28]2[CH2:33][CH2:32][N:31]([CH3:34])[CH2:30][CH2:29]2)[N:3]=1.Cl.[CH3:36][NH:37][CH3:38], predict the reaction product. The product is: [NH2:1][C:2]1[N:7]=[C:6]([N:8]2[CH:17]([CH3:18])[CH2:16][C:15]3[C:10](=[CH:11][C:12]([C:19]4[CH:24]=[CH:23][N:22]=[C:21]([C:25]([N:37]([CH3:38])[CH3:36])=[O:26])[CH:20]=4)=[CH:13][CH:14]=3)[CH2:9]2)[CH:5]=[C:4]([N:28]2[CH2:33][CH2:32][N:31]([CH3:34])[CH2:30][CH2:29]2)[N:3]=1. (5) Given the reactants C(OC([N:11]1[C:20]([C:21](=[O:41])[C:22]2[CH:27]=[C:26]([CH2:28][C:29]3[CH:34]=[CH:33][CH:32]=[CH:31][N:30]=3)[CH:25]=[C:24]([CH2:35][N:36]3[CH:40]=[CH:39][CH:38]=[N:37]3)[CH:23]=2)=[C:19]([OH:42])[C:18]2[N:17]=[CH:16][CH:15]=[CH:14][C:13]=2[CH2:12]1)=O)C1C=CC=CC=1.B(Br)(Br)Br.CO, predict the reaction product. The product is: [OH:42][C:19]1[C:20]([C:21]([C:22]2[CH:27]=[C:26]([CH2:28][C:29]3[CH:34]=[CH:33][CH:32]=[CH:31][N:30]=3)[CH:25]=[C:24]([CH2:35][N:36]3[CH:40]=[CH:39][CH:38]=[N:37]3)[CH:23]=2)=[O:41])=[N:11][CH:12]=[C:13]2[C:18]=1[N:17]=[CH:16][CH:15]=[CH:14]2. (6) Given the reactants [CH3:1][C:2]1[C:3]([N+:12]([O-])=O)=[C:4]([CH:9]=[CH:10][CH:11]=1)[C:5]([O:7][CH3:8])=[O:6], predict the reaction product. The product is: [NH2:12][C:3]1[C:2]([CH3:1])=[CH:11][CH:10]=[CH:9][C:4]=1[C:5]([O:7][CH3:8])=[O:6]. (7) Given the reactants [F:1][C:2]1[N:7]=[C:6]([C:8]2[CH:13]=[CH:12][N:11]=[C:10]3[NH:14][C:15]([C:17]4[CH2:22][CH2:21][N:20](C(OC(C)(C)C)=O)[CH2:19][CH:18]=4)=[CH:16][C:9]=23)[CH:5]=[CH:4][CH:3]=1.[ClH:30].O1CCOCC1, predict the reaction product. The product is: [F:1][C:2]1[N:7]=[C:6]([C:8]2[CH:13]=[CH:12][N:11]=[C:10]3[NH:14][C:15]([C:17]4[CH2:22][CH2:21][NH:20][CH2:19][CH:18]=4)=[CH:16][C:9]=23)[CH:5]=[CH:4][CH:3]=1.[ClH:30]. (8) Given the reactants C([N:8]1[CH2:25][CH2:24][C:11]2[N:12]=[CH:13][N:14]=[C:15]([NH:16][C:17]3[CH:22]=[CH:21][C:20]([F:23])=[CH:19][CH:18]=3)[C:10]=2[CH2:9]1)C1C=CC=CC=1, predict the reaction product. The product is: [F:23][C:20]1[CH:21]=[CH:22][C:17]([NH:16][C:15]2[C:10]3[CH2:9][NH:8][CH2:25][CH2:24][C:11]=3[N:12]=[CH:13][N:14]=2)=[CH:18][CH:19]=1. (9) Given the reactants [C:1]([O:5][C:6]([N:8]1[CH2:13][CH2:12][N:11]([C:14]([C:16]2[C:20]3=[N:21][CH:22]=[CH:23][CH:24]=[C:19]3[N:18]([C:25]3[CH:30]=[CH:29][CH:28]=[CH:27][CH:26]=3)[C:17]=2[O:31][C:32]2[C:37]([CH3:38])=[CH:36][CH:35]=[CH:34][C:33]=2[CH3:39])=[O:15])[CH2:10][CH:9]1[CH2:40][C:41]([O:43]C)=O)=[O:7])([CH3:4])([CH3:3])[CH3:2].[CH3:45][NH2:46].C(O)(=O)CC(CC(O)=O)(C(O)=O)O, predict the reaction product. The product is: [C:1]([O:5][C:6]([N:8]1[CH2:13][CH2:12][N:11]([C:14]([C:16]2[C:20]3=[N:21][CH:22]=[CH:23][CH:24]=[C:19]3[N:18]([C:25]3[CH:30]=[CH:29][CH:28]=[CH:27][CH:26]=3)[C:17]=2[O:31][C:32]2[C:33]([CH3:39])=[CH:34][CH:35]=[CH:36][C:37]=2[CH3:38])=[O:15])[CH2:10][CH:9]1[CH2:40][C:41](=[O:43])[NH:46][CH3:45])=[O:7])([CH3:2])([CH3:3])[CH3:4]. (10) Given the reactants [Cl:1][C:2]1[CH:23]=[C:22]([Cl:24])[CH:21]=[CH:20][C:3]=1[CH2:4][C:5]1[C:9]2=[N:10][CH:11]=[CH:12][CH:13]=[C:8]2[N:7]([C:14]([O:16][CH2:17][CH3:18])=[O:15])[C:6]=1[CH3:19].ClC1C=CC=C(C(OO)=[O:33])C=1, predict the reaction product. The product is: [Cl:1][C:2]1[CH:23]=[C:22]([Cl:24])[CH:21]=[CH:20][C:3]=1[CH2:4][C:5]1[C:9]2=[N:10][CH:11]=[CH:12][CH:13]=[C:8]2[N+:7]([O-:33])([C:14]([O:16][CH2:17][CH3:18])=[O:15])[C:6]=1[CH3:19].